Dataset: Forward reaction prediction with 1.9M reactions from USPTO patents (1976-2016). Task: Predict the product of the given reaction. (1) Given the reactants [NH2:1][C:2](=[O:25])[CH2:3][O:4][CH2:5][C:6]1[N:10]=[C:9]([C@H:11]([CH2:16][CH2:17][CH2:18][CH:19]2[CH2:24][CH2:23][CH2:22][CH2:21][CH2:20]2)[CH2:12][C:13](O)=[O:14])[O:8][N:7]=1.CN1CCOCC1.ClC(OCC(C)C)=O.C[Si](C)(C)[O:43][NH2:44], predict the reaction product. The product is: [NH2:1][C:2](=[O:25])[CH2:3][O:4][CH2:5][C:6]1[N:10]=[C:9]([C@H:11]([CH2:16][CH2:17][CH2:18][CH:19]2[CH2:24][CH2:23][CH2:22][CH2:21][CH2:20]2)[CH2:12][C:13]([NH:44][OH:43])=[O:14])[O:8][N:7]=1. (2) Given the reactants I[C:2]1[CH:3]=[CH:4][C:5]2[NH:11][C:10]3[N:12]=[C:13]([C:16]([F:19])([F:18])[F:17])[CH:14]=[CH:15][C:9]=3[CH2:8][N:7]([S:20]([C:23]3[CH:28]=[CH:27][C:26]([O:29][C:30]([F:33])([F:32])[F:31])=[CH:25][CH:24]=3)(=[O:22])=[O:21])[C:6]=2[CH:34]=1.[CH:35]([Mg]Cl)([CH3:37])C.Cl.[C:41]([O-])([OH:43])=[O:42].[Na+], predict the reaction product. The product is: [F:31][C:30]([F:33])([F:32])[O:29][C:26]1[CH:27]=[CH:28][C:23]([S:20]([N:7]2[C:6]3[CH:34]=[C:2]([C:41]([O:43][CH2:35][CH3:37])=[O:42])[CH:3]=[CH:4][C:5]=3[NH:11][C:10]3[N:12]=[C:13]([C:16]([F:19])([F:18])[F:17])[CH:14]=[CH:15][C:9]=3[CH2:8]2)(=[O:22])=[O:21])=[CH:24][CH:25]=1. (3) Given the reactants [Cl:1][C:2]1[C:10]2[N:9]=[C:8]3[N:11]([C:15]4[CH:20]=[CH:19][C:18]([Cl:21])=[CH:17][C:16]=4[Cl:22])[CH2:12][CH2:13][CH2:14][N:7]3[C:6]=2[C:5]([CH:23]([CH:25]2[CH2:27][CH2:26]2)[OH:24])=[CH:4][CH:3]=1.N(C(N1CCCCC1)=O)=NC(N1CCCCC1)=O.C(P(CCCC)CCCC)CCC.[F:59][C:60]([F:64])([F:63])[CH2:61]O, predict the reaction product. The product is: [Cl:1][C:2]1[C:10]2[N:9]=[C:8]3[N:11]([C:15]4[CH:20]=[CH:19][C:18]([Cl:21])=[CH:17][C:16]=4[Cl:22])[CH2:12][CH2:13][CH2:14][N:7]3[C:6]=2[C:5]([CH:23]([CH:25]2[CH2:27][CH2:26]2)[O:24][CH2:61][C:60]([F:64])([F:63])[F:59])=[CH:4][CH:3]=1. (4) Given the reactants [Br:1][C:2]1[CH:11]=[N:10][C:9]2[C:8](=[O:12])[NH:7][CH:6]=[N:5][C:4]=2[CH:3]=1.Br[CH2:14][CH2:15][O:16][CH3:17].C([O-])([O-])=O.[K+].[K+], predict the reaction product. The product is: [Br:1][C:2]1[CH:11]=[N:10][C:9]2[C:8](=[O:12])[N:7]([CH2:14][CH2:15][O:16][CH3:17])[CH:6]=[N:5][C:4]=2[CH:3]=1. (5) Given the reactants [Si:1]([O:8][C:9]1[CH:10]=[CH:11][C:12](/[CH:19]=[CH:20]/[C:21]([O:23][C:24]([CH3:27])([CH3:26])[CH3:25])=[O:22])=[C:13]2[C:18]=1[N:17]=[CH:16][CH:15]=[CH:14]2)([C:4]([CH3:7])([CH3:6])[CH3:5])([CH3:3])[CH3:2], predict the reaction product. The product is: [Si:1]([O:8][C:9]1[CH:10]=[CH:11][C:12]([CH2:19][CH2:20][C:21]([O:23][C:24]([CH3:27])([CH3:26])[CH3:25])=[O:22])=[C:13]2[C:18]=1[N:17]=[CH:16][CH:15]=[CH:14]2)([C:4]([CH3:7])([CH3:6])[CH3:5])([CH3:3])[CH3:2]. (6) Given the reactants Br[C:2]1[CH:3]=[C:4]([S:8]([NH:11][C:12]2[CH:20]=[CH:19][C:15]([C:16]([OH:18])=[O:17])=[C:14]([OH:21])[CH:13]=2)(=[O:10])=[O:9])[S:5][C:6]=1[Cl:7].[O:22]1[C:26]2[CH:27]=[CH:28][C:29](B(O)O)=[CH:30][C:25]=2[CH2:24][CH2:23]1.CCN(C(C)C)C(C)C.C([O-])([O-])=O.[Na+].[Na+], predict the reaction product. The product is: [Cl:7][C:6]1[S:5][C:4]([S:8]([NH:11][C:12]2[CH:20]=[CH:19][C:15]([C:16]([OH:18])=[O:17])=[C:14]([OH:21])[CH:13]=2)(=[O:10])=[O:9])=[CH:3][C:2]=1[C:29]1[CH:28]=[CH:27][C:26]2[O:22][CH2:23][CH2:24][C:25]=2[CH:30]=1. (7) Given the reactants [NH2:1][C:2]1[S:3][C:4]([CH2:12][CH2:13][CH3:14])=[CH:5][C:6]=1[C:7](OCC)=[O:8].[CH:15]([NH2:17])=O, predict the reaction product. The product is: [CH2:12]([C:4]1[S:3][C:2]2[N:1]=[CH:15][N:17]=[C:7]([OH:8])[C:6]=2[CH:5]=1)[CH2:13][CH3:14]. (8) Given the reactants Br[C:2]1[CH:11]=[CH:10][C:9]2[N:8]=[C:7]([NH2:12])[C:6]3[N:13]=[C:14]([CH2:20][O:21][CH2:22][CH3:23])[N:15]([CH2:16][CH2:17][CH2:18][CH3:19])[C:5]=3[C:4]=2[CH:3]=1.[N:24]1[CH:29]=[CH:28][CH:27]=[C:26](B(O)O)[CH:25]=1, predict the reaction product. The product is: [CH2:16]([N:15]1[C:5]2[C:4]3[CH:3]=[C:2]([C:26]4[CH:25]=[N:24][CH:29]=[CH:28][CH:27]=4)[CH:11]=[CH:10][C:9]=3[N:8]=[C:7]([NH2:12])[C:6]=2[N:13]=[C:14]1[CH2:20][O:21][CH2:22][CH3:23])[CH2:17][CH2:18][CH3:19]. (9) Given the reactants C([O:3][C:4](=[O:26])[C:5]([CH3:25])([O:14][C:15]1[CH:20]=[CH:19][CH:18]=[C:17]([C:21]([F:24])([F:23])[F:22])[CH:16]=1)[CH2:6][C:7]1[CH:12]=[CH:11][C:10]([OH:13])=[CH:9][CH:8]=1)C.[C:27]1([C:33]2[O:34][C:35]([CH3:51])=[C:36]([CH2:38][CH2:39]OS(C3C=CC(C)=CC=3)(=O)=O)[N:37]=2)[CH:32]=[CH:31][CH:30]=[CH:29][CH:28]=1, predict the reaction product. The product is: [CH3:25][C:5]([O:14][C:15]1[CH:20]=[CH:19][CH:18]=[C:17]([C:21]([F:23])([F:24])[F:22])[CH:16]=1)([CH2:6][C:7]1[CH:8]=[CH:9][C:10]([O:13][CH2:39][CH2:38][C:36]2[N:37]=[C:33]([C:27]3[CH:32]=[CH:31][CH:30]=[CH:29][CH:28]=3)[O:34][C:35]=2[CH3:51])=[CH:11][CH:12]=1)[C:4]([OH:3])=[O:26]. (10) Given the reactants [CH2:1]([S:8][CH:9]([CH:12]([O:15][CH3:16])[O:13][CH3:14])[CH2:10][NH2:11])[C:2]1[CH:7]=[CH:6][CH:5]=[CH:4][CH:3]=1.[OH-].[Na+].[C:19](=O)([OH:25])[O:20][C:21]([CH3:24])([CH3:23])[CH3:22], predict the reaction product. The product is: [C:21]([O:20][C:19](=[O:25])[NH:11][CH2:10][CH:9]([S:8][CH2:1][C:2]1[CH:7]=[CH:6][CH:5]=[CH:4][CH:3]=1)[CH:12]([O:13][CH3:14])[O:15][CH3:16])([CH3:24])([CH3:23])[CH3:22].